From a dataset of Reaction yield outcomes from USPTO patents with 853,638 reactions. Predict the reaction yield, written as a fraction of the theoretical maximum amount of product (1.0 means a 100% yield; for example, 0.34 means a 34% yield). The reactants are [CH3:1][C:2]([N+:11]([O-:13])=[O:12])([CH3:10])[CH2:3][N:4]1[CH2:9][CH2:8][CH2:7][CH2:6][CH2:5]1.[CH3:14][I:15]. The catalyst is C(O)C. The product is [I-:15].[CH3:14][N+:4]1([CH2:3][C:2]([CH3:1])([N+:11]([O-:13])=[O:12])[CH3:10])[CH2:9][CH2:8][CH2:7][CH2:6][CH2:5]1. The yield is 0.600.